The task is: Regression. Given a peptide amino acid sequence and an MHC pseudo amino acid sequence, predict their binding affinity value. This is MHC class I binding data.. This data is from Peptide-MHC class I binding affinity with 185,985 pairs from IEDB/IMGT. (1) The peptide sequence is EPATQTFDM. The MHC is HLA-B15:01 with pseudo-sequence HLA-B15:01. The binding affinity (normalized) is 0.0847. (2) The peptide sequence is YITRNQPEWF. The MHC is Mamu-A02 with pseudo-sequence Mamu-A02. The binding affinity (normalized) is 0.570. (3) The peptide sequence is KTHFSTTGEW. The binding affinity (normalized) is 0.692. The MHC is Mamu-B17 with pseudo-sequence Mamu-B17. (4) The peptide sequence is SLCSCICTV. The MHC is HLA-A68:02 with pseudo-sequence HLA-A68:02. The binding affinity (normalized) is 0.314. (5) The peptide sequence is GPGHKARVL. The MHC is HLA-A23:01 with pseudo-sequence HLA-A23:01. The binding affinity (normalized) is 0. (6) The peptide sequence is QTIASKKDK. The MHC is HLA-A33:01 with pseudo-sequence HLA-A33:01. The binding affinity (normalized) is 0.